Dataset: Reaction yield outcomes from USPTO patents with 853,638 reactions. Task: Predict the reaction yield, written as a fraction of the theoretical maximum amount of product (1.0 means a 100% yield; for example, 0.34 means a 34% yield). The reactants are [CH3:1][O:2][C:3](=[O:12])/[C:4](=[N:10]\O)/[C:5]([CH:7]1[CH2:9][CH2:8]1)=[O:6].[ClH:13]. The catalyst is CCO.[Pd]. The product is [ClH:13].[CH3:1][O:2][C:3](=[O:12])[CH:4]([NH2:10])[C:5]([CH:7]1[CH2:9][CH2:8]1)=[O:6]. The yield is 0.900.